Dataset: hERG Central: cardiac toxicity at 1µM, 10µM, and general inhibition. Task: Predict hERG channel inhibition at various concentrations. (1) The compound is CCN1CCN(S(=O)(=O)c2ccc(Cl)c(C(=O)N(C)C(c3ccccc3)c3ccccc3)c2)CC1. Results: hERG_inhib (hERG inhibition (general)): blocker. (2) The molecule is Cc1ccc(C(=O)N/C(=C\c2cccs2)C(=O)NCCCn2ccnc2)cc1. Results: hERG_inhib (hERG inhibition (general)): blocker. (3) The molecule is Nc1ccc(Br)c[n+]1Cc1cccc2cccnc12.[Br-]. Results: hERG_inhib (hERG inhibition (general)): blocker. (4) The drug is O=C(c1ccco1)N1CCN(c2nc3ccccc3c(=O)n2-c2ccccc2)CC1. Results: hERG_inhib (hERG inhibition (general)): blocker. (5) The molecule is CCOc1ccc(CNc2nc3ccccc3n2CCN2CCOCC2)cc1.Cl. Results: hERG_inhib (hERG inhibition (general)): blocker. (6) The molecule is O=C(Nc1ccccc1F)C1(c2ccccc2)CC1(Cl)Cl. Results: hERG_inhib (hERG inhibition (general)): blocker.